Dataset: Forward reaction prediction with 1.9M reactions from USPTO patents (1976-2016). Task: Predict the product of the given reaction. (1) The product is: [C:24]([C:21]1[CH:22]=[CH:23][C:18]([NH:17][C:15](=[O:16])[C:14]2[CH:28]=[CH:29][CH:30]=[CH:31][C:13]=2[NH:12][C:2]2[CH:11]=[CH:10][C:9]3[C:4](=[CH:5][N:6]=[CH:7][CH:8]=3)[N:3]=2)=[CH:19][CH:20]=1)([CH3:27])([CH3:25])[CH3:26]. Given the reactants Cl[C:2]1[CH:11]=[CH:10][C:9]2[C:4](=[CH:5][N:6]=[CH:7][CH:8]=2)[N:3]=1.[NH2:12][C:13]1[CH:31]=[CH:30][CH:29]=[CH:28][C:14]=1[C:15]([NH:17][C:18]1[CH:23]=[CH:22][C:21]([C:24]([CH3:27])([CH3:26])[CH3:25])=[CH:20][CH:19]=1)=[O:16].C1(P(C2CCCCC2)C2C=CC=CC=2C2C=CC=CC=2N(C)C)CCCCC1.[Li]N([Si](C)(C)C)[Si](C)(C)C, predict the reaction product. (2) Given the reactants [NH2:1][C:2]1[C:11]([C:12]2[S:13][C:14]3[CH:20]=[CH:19][C:18]([NH2:21])=[CH:17][C:15]=3[CH:16]=2)=[CH:10][C:5]([C:6]([O:8][CH3:9])=[O:7])=[CH:4][N:3]=1.[O:22]1[C:26]2[CH:27]=[CH:28][CH:29]=[CH:30][C:25]=2[CH:24]=[C:23]1[C:31](O)=[O:32], predict the reaction product. The product is: [NH2:1][C:2]1[C:11]([C:12]2[S:13][C:14]3[CH:20]=[CH:19][C:18]([NH:21][C:31]([C:23]4[O:22][C:26]5[CH:27]=[CH:28][CH:29]=[CH:30][C:25]=5[CH:24]=4)=[O:32])=[CH:17][C:15]=3[CH:16]=2)=[CH:10][C:5]([C:6]([O:8][CH3:9])=[O:7])=[CH:4][N:3]=1.